This data is from Forward reaction prediction with 1.9M reactions from USPTO patents (1976-2016). The task is: Predict the product of the given reaction. (1) The product is: [C:1]1([C:20]2[CH:25]=[CH:24][CH:23]=[CH:22][CH:21]=2)[CH:2]=[CH:3][C:4]([NH:7][C:8]2[NH:9][C:10](=[O:19])[C:11]([C:14]([OH:16])=[O:15])=[CH:12][N:13]=2)=[CH:5][CH:6]=1. Given the reactants [C:1]1([C:20]2[CH:25]=[CH:24][CH:23]=[CH:22][CH:21]=2)[CH:6]=[CH:5][C:4]([NH:7][C:8]2[NH:9][C:10](=[O:19])[C:11]([C:14]([O:16]CC)=[O:15])=[CH:12][N:13]=2)=[CH:3][CH:2]=1.[OH-].[Na+], predict the reaction product. (2) Given the reactants [C:1]([O:5][C:6]([N:8]1[CH2:16][C:15]2[C:10](=[CH:11][CH:12]=[C:13](I)[CH:14]=2)[CH2:9]1)=[O:7])([CH3:4])([CH3:3])[CH3:2].[F:18][C:19]([F:24])([F:23])[CH2:20][CH2:21][OH:22], predict the reaction product. The product is: [C:1]([O:5][C:6]([N:8]1[CH2:16][C:15]2[C:10](=[CH:11][CH:12]=[C:13]([O:22][CH2:21][CH2:20][C:19]([F:24])([F:23])[F:18])[CH:14]=2)[CH2:9]1)=[O:7])([CH3:4])([CH3:3])[CH3:2]. (3) Given the reactants [CH3:1][O:2][C:3]1[N:8]=[CH:7][C:6]([NH:9][C:10]2[N:17]=[CH:16][CH:15]=[CH:14][C:11]=2[CH:12]=O)=[CH:5][CH:4]=1.[C:18](OCC)(=[O:25])[CH2:19][C:20]([O:22][CH2:23][CH3:24])=[O:21].N1CCCCC1, predict the reaction product. The product is: [CH3:1][O:2][C:3]1[N:8]=[CH:7][C:6]([N:9]2[C:10]3[C:11](=[CH:14][CH:15]=[CH:16][N:17]=3)[CH:12]=[C:19]([C:20]([O:22][CH2:23][CH3:24])=[O:21])[C:18]2=[O:25])=[CH:5][CH:4]=1. (4) Given the reactants [NH2:1][C:2]1[CH:3]=[N:4][N:5]([CH:7]([C:22]2[CH:27]=[CH:26][CH:25]=C[CH:23]=2)[C:8]2(F)[CH2:13][CH2:12][N:11](C(OC(C)(C)C)=O)CC2)[CH:6]=1.O=C(C1C=NC=CC=1)CCC#[N:33], predict the reaction product. The product is: [NH2:1][C:2]1[CH:3]=[N:4][N:5]([CH:7]([C:22]2[CH:23]=[N:33][CH:25]=[CH:26][CH:27]=2)[CH2:8][CH2:13][C:12]#[N:11])[CH:6]=1. (5) Given the reactants [CH:1]1[C:13]2[CH:12]([CH2:14][O:15][C:16]([NH:18][C@@H:19]([CH2:27][CH2:28][C:29]([N:31]([CH3:33])[CH3:32])=[O:30])[C:20]([O:22]C(C)(C)C)=[O:21])=[O:17])[C:11]3[C:6](=[CH:7][CH:8]=[CH:9][CH:10]=3)[C:5]=2[CH:4]=[CH:3][CH:2]=1, predict the reaction product. The product is: [CH:10]1[C:11]2[CH:12]([CH2:14][O:15][C:16]([NH:18][C@@H:19]([CH2:27][CH2:28][C:29]([N:31]([CH3:33])[CH3:32])=[O:30])[C:20]([OH:22])=[O:21])=[O:17])[C:13]3[C:5](=[CH:4][CH:3]=[CH:2][CH:1]=3)[C:6]=2[CH:7]=[CH:8][CH:9]=1. (6) Given the reactants [F:1][C:2]([F:11])([F:10])[C:3]1[CH:4]=[CH:5][C:6]([NH2:9])=[N:7][CH:8]=1.[Cl:12][C:13]1[CH:14]=[C:15]([CH:18]=[C:19]([Cl:21])[CH:20]=1)[CH:16]=O.O.C1(C)C=CC(S(O)(=O)=O)=CC=1.[N+:34]([C:36]([CH3:39])([CH3:38])[CH3:37])#[C-:35], predict the reaction product. The product is: [C:36]([NH:34][C:35]1[N:7]2[CH:8]=[C:3]([C:2]([F:1])([F:10])[F:11])[CH:4]=[CH:5][C:6]2=[N:9][C:16]=1[C:15]1[CH:14]=[C:13]([Cl:12])[CH:20]=[C:19]([Cl:21])[CH:18]=1)([CH3:39])([CH3:38])[CH3:37]. (7) Given the reactants [NH2:1][CH2:2][C@H:3]1[N:8]([C:9]([C:11]2[N:12]=[C:13]([CH3:23])[S:14][C:15]=2[C:16]2[CH:21]=[CH:20][CH:19]=[C:18]([Cl:22])[CH:17]=2)=[O:10])[CH2:7][C@H:6]2[C@@H:4]1[CH2:5]2.[N:24]1[CH:25]=[C:26]([C:33](O)=[O:34])[N:27]2[CH:32]=[CH:31][CH:30]=[CH:29][C:28]=12, predict the reaction product. The product is: [Cl:22][C:18]1[CH:17]=[C:16]([C:15]2[S:14][C:13]([CH3:23])=[N:12][C:11]=2[C:9]([N:8]2[CH2:7][C@H:6]3[C@H:4]([CH2:5]3)[C@H:3]2[CH2:2][NH:1][C:33]([C:26]2[N:27]3[CH:32]=[CH:31][CH:30]=[CH:29][C:28]3=[N:24][CH:25]=2)=[O:34])=[O:10])[CH:21]=[CH:20][CH:19]=1. (8) The product is: [Cl:1][C:2]1[CH:8]=[CH:7][C:5]([NH2:6])=[C:4]([C:9]2[C:14]([CH3:18])=[C:13]([O:15][CH3:16])[N:12]=[CH:11][N:10]=2)[CH:3]=1. Given the reactants [Cl:1][C:2]1[CH:8]=[CH:7][C:5]([NH2:6])=[C:4]([C:9]2[CH:14]=[C:13]([O:15][CH3:16])[N:12]=[CH:11][N:10]=2)[CH:3]=1.Cl[C:18]1C(C)=C(OC)N=CN=1, predict the reaction product. (9) Given the reactants [CH3:1][O:2][C:3]1[CH:8]=[CH:7][C:6]([NH:9][C:10]2[CH:15]=[CH:14][CH:13]=[CH:12][C:11]=2[N+:16]([O-])=O)=[CH:5][CH:4]=1, predict the reaction product. The product is: [CH3:1][O:2][C:3]1[CH:4]=[CH:5][C:6]([NH:9][C:10]2[C:11]([NH2:16])=[CH:12][CH:13]=[CH:14][CH:15]=2)=[CH:7][CH:8]=1.